From a dataset of Peptide-MHC class II binding affinity with 134,281 pairs from IEDB. Regression. Given a peptide amino acid sequence and an MHC pseudo amino acid sequence, predict their binding affinity value. This is MHC class II binding data. (1) The peptide sequence is TKKYFAATQFEPLAA. The MHC is HLA-DPA10103-DPB10401 with pseudo-sequence HLA-DPA10103-DPB10401. The binding affinity (normalized) is 1.00. (2) The peptide sequence is EKKYFAATQFEKLAA. The MHC is DRB1_0101 with pseudo-sequence DRB1_0101. The binding affinity (normalized) is 0.599. (3) The MHC is DRB1_0101 with pseudo-sequence DRB1_0101. The peptide sequence is CFKYILIQAGFDQRL. The binding affinity (normalized) is 0.960. (4) The peptide sequence is GSDEKNLALSIKYNK. The MHC is DRB5_0101 with pseudo-sequence DRB5_0101. The binding affinity (normalized) is 0.340. (5) The peptide sequence is GIVFILLMLVTPSMA. The MHC is DRB1_1501 with pseudo-sequence DRB1_1501. The binding affinity (normalized) is 0.414. (6) The peptide sequence is YDKGLANVSTVLTGK. The MHC is DRB1_0802 with pseudo-sequence DRB1_0802. The binding affinity (normalized) is 0.726. (7) The peptide sequence is HDWILADKRPTAWFL. The MHC is DRB1_1301 with pseudo-sequence DRB1_1301. The binding affinity (normalized) is 0.706.